From a dataset of Full USPTO retrosynthesis dataset with 1.9M reactions from patents (1976-2016). Predict the reactants needed to synthesize the given product. Given the product [CH3:1][O:2][C:3](=[O:38])[CH2:4][O:5][C:6]1[CH:15]=[CH:14][C:13]([F:16])=[C:12]2[C:7]=1[C:8]([O:34][CH:35]([F:36])[F:37])=[C:9]([CH2:19][C:20]1[CH:21]=[CH:22][C:23]([NH2:26])=[CH:24][CH:25]=1)[C:10]([CH2:17][CH3:18])=[N:11]2, predict the reactants needed to synthesize it. The reactants are: [CH3:1][O:2][C:3](=[O:38])[CH2:4][O:5][C:6]1[CH:15]=[CH:14][C:13]([F:16])=[C:12]2[C:7]=1[C:8]([O:34][CH:35]([F:37])[F:36])=[C:9]([CH2:19][C:20]1[CH:25]=[CH:24][C:23]([NH:26]C(OC(C)(C)C)=O)=[CH:22][CH:21]=1)[C:10]([CH2:17][CH3:18])=[N:11]2.FC(F)(F)C(O)=O.